From a dataset of Experimentally validated miRNA-target interactions with 360,000+ pairs, plus equal number of negative samples. Binary Classification. Given a miRNA mature sequence and a target amino acid sequence, predict their likelihood of interaction. (1) The miRNA is mmu-miR-486b-5p with sequence UCCUGUACUGAGCUGCCCCGAG. The protein sequence of the target gene is MYRRLGEALLLSRAGPAALGSAAADSAALLGWARGQPSAAPQPGLTPVARRHYSEAAADREDDPNFFKMVEGFFDRGASIVEDKLVEDLKTRESEEQKRNRVRGILRIIKPCNHVLSLSFPIRRDDGSWEVIEGYRAQHSQHRTPCKGGIRYSTDVSVDEVKALASLMTYKCAVVDVPFGGAKAGVKINPKNYTDNELEKITRRFTMELAKKGFIGPGIDVPAPDMSTGEREMSWIADTYASTIGHYDINAHACVTGKPISQGGIHGRISATGRGVFHGIENFINEASYMSILGMTPGFG.... Result: 0 (no interaction). (2) The miRNA is hsa-miR-597-3p with sequence UGGUUCUCUUGUGGCUCAAGCGU. The protein sequence of the target gene is MQNNEIIKPAKYFSELEKSILLALVEKYKYVLECKKSDARTIALKQRTWQALAHEYNSQPSVSLRDFKQLKKCWENIKARTKKIMAHERREKVKRSVSPLLSTHVLGKEKIASMLPEQLYFLQSPPEEEPEYHPDASAQESFAVSNRELCDDEKEFIHFPVCEGTSQPEPSCSAVRITANKNYRSKTSQEGALKKMHEEEHHQQMSILQLQLIQMNEVHVAKIQQIERECEMAEEEHRIKMEVLNKKKMYWERKLQTFTKEWPVSSFNRPFPNSP. Result: 0 (no interaction).